This data is from Forward reaction prediction with 1.9M reactions from USPTO patents (1976-2016). The task is: Predict the product of the given reaction. (1) The product is: [F:17][C@@H:16]1[C@@:11]2([C:10](=[O:21])[O:9][CH2:8][N:7]2[C:5]([O:4][CH2:1][CH:2]=[CH2:3])=[O:6])[CH:12]2[C@H:14]([C@@H:13]2[C:18]([O:20][C@@H:23]2[C:32]3[C:27](=[CH:28][CH:29]=[CH:30][CH:31]=3)[C:25](=[O:26])[O:24]2)=[O:19])[CH2:15]1. Given the reactants [CH2:1]([O:4][C:5]([N:7]1[C@:11]2([C@@H:16]([F:17])[CH2:15][C@@H:14]3[C@H:12]2[C@H:13]3[C:18]([OH:20])=[O:19])[C:10](=[O:21])[O:9][CH2:8]1)=[O:6])[CH:2]=[CH2:3].Br[CH:23]1[C:32]2[C:27](=[CH:28][CH:29]=[CH:30][CH:31]=2)[C:25](=[O:26])[O:24]1, predict the reaction product. (2) Given the reactants [C:1]([S:5](/[N:7]=[CH:8]/[CH2:9][C:10]1([C:23](OC)=[O:24])[CH2:15][CH2:14][N:13]([C:16]([O:18][C:19]([CH3:22])([CH3:21])[CH3:20])=[O:17])[CH2:12][CH2:11]1)=[O:6])([CH3:4])([CH3:3])[CH3:2].[C:27]1([Li])[CH:32]=[CH:31][CH:30]=[CH:29][CH:28]=1, predict the reaction product. The product is: [C:1]([S:5]([N:7]1[CH:8]([C:27]2[CH:32]=[CH:31][CH:30]=[CH:29][CH:28]=2)[CH2:9][C:10]2([CH2:11][CH2:12][N:13]([C:16]([O:18][C:19]([CH3:21])([CH3:20])[CH3:22])=[O:17])[CH2:14][CH2:15]2)[C:23]1=[O:24])=[O:6])([CH3:2])([CH3:4])[CH3:3]. (3) Given the reactants [F:1][C:2]1[CH:3]=[CH:4][C:5]2[N:6]([C:8]([C:11]3[CH:16]=[CH:15][CH:14]=[CH:13][C:12]=3[S:17][CH2:18][CH2:19][OH:20])=[N:9][N:10]=2)[CH:7]=1.CC1C=CC(S(O)(=O)=O)=CC=1.[O:32]1[CH:37]=[CH:36][CH2:35][CH2:34][CH2:33]1, predict the reaction product. The product is: [F:1][C:2]1[CH:3]=[CH:4][C:5]2[N:6]([C:8]([C:11]3[CH:16]=[CH:15][CH:14]=[CH:13][C:12]=3[S:17][CH2:18][CH2:19][O:20][CH:33]3[CH2:34][CH2:35][CH2:36][CH2:37][O:32]3)=[N:9][N:10]=2)[CH:7]=1. (4) Given the reactants Cl[C:2]1[N:7]=[C:6]([C:8]2[CH:20]=[CH:19][C:11]3[N:12]=[C:13]([NH:15][C:16](=[O:18])[CH3:17])[S:14][C:10]=3[CH:9]=2)[CH:5]=[CH:4][N:3]=1.C([N:24]([CH:27]([CH3:29])[CH3:28])[CH2:25][CH3:26])(C)C.CS(C)=O, predict the reaction product. The product is: [C:9]1([CH3:10])[CH:8]=[CH:6][CH:5]=[CH:4][C:29]=1[CH:27]1[CH2:28][CH2:26][CH2:25][N:24]1[C:2]1[N:7]=[C:6]([C:8]2[CH:20]=[CH:19][C:11]3[N:12]=[C:13]([NH:15][C:16](=[O:18])[CH3:17])[S:14][C:10]=3[CH:9]=2)[CH:5]=[CH:4][N:3]=1. (5) The product is: [F:27][C:10]1[CH:9]=[CH:8][CH:7]=[C:6]2[C:11]=1[C:12](=[O:26])[N:13]([C:14]1[CH:19]=[CH:18][CH:17]=[C:16]([O:20][CH2:21][C:22]([F:23])([F:25])[F:24])[CH:15]=1)[C:4]([C@@H:2]([NH:1][C:29]1[C:30]3[C:37]([C:38]([F:41])([F:40])[F:39])=[CH:36][NH:35][C:31]=3[N:32]=[CH:33][N:34]=1)[CH3:3])=[N:5]2. Given the reactants [NH2:1][C@H:2]([C:4]1[N:13]([C:14]2[CH:19]=[CH:18][CH:17]=[C:16]([O:20][CH2:21][C:22]([F:25])([F:24])[F:23])[CH:15]=2)[C:12](=[O:26])[C:11]2[C:6](=[CH:7][CH:8]=[CH:9][C:10]=2[F:27])[N:5]=1)[CH3:3].Cl[C:29]1[C:30]2[C:37]([C:38]([F:41])([F:40])[F:39])=[CH:36][NH:35][C:31]=2[N:32]=[CH:33][N:34]=1.C(N(C(C)C)CC)(C)C, predict the reaction product.